The task is: Regression. Given two drug SMILES strings and cell line genomic features, predict the synergy score measuring deviation from expected non-interaction effect.. This data is from NCI-60 drug combinations with 297,098 pairs across 59 cell lines. Drug 1: CC1C(C(CC(O1)OC2CC(OC(C2O)C)OC3=CC4=CC5=C(C(=O)C(C(C5)C(C(=O)C(C(C)O)O)OC)OC6CC(C(C(O6)C)O)OC7CC(C(C(O7)C)O)OC8CC(C(C(O8)C)O)(C)O)C(=C4C(=C3C)O)O)O)O. Drug 2: C1=NNC2=C1C(=O)NC=N2. Cell line: HCT-15. Synergy scores: CSS=32.4, Synergy_ZIP=2.33, Synergy_Bliss=7.50, Synergy_Loewe=2.08, Synergy_HSA=0.935.